This data is from Full USPTO retrosynthesis dataset with 1.9M reactions from patents (1976-2016). The task is: Predict the reactants needed to synthesize the given product. (1) Given the product [Cl:1][C:2]1[CH:12]=[C:11]([C:13]([F:16])([F:15])[F:14])[CH:10]=[CH:9][C:3]=1[O:4][CH2:5][C:6]([NH:17][C:18]1[CH:19]=[CH:20][C:21]([O:29][CH2:30][CH2:31][N:32]([CH2:35][CH3:36])[CH2:33][CH3:34])=[C:22]([CH:28]=1)[C:23]([O:25][CH2:26][CH3:27])=[O:24])=[O:8], predict the reactants needed to synthesize it. The reactants are: [Cl:1][C:2]1[CH:12]=[C:11]([C:13]([F:16])([F:15])[F:14])[CH:10]=[CH:9][C:3]=1[O:4][CH2:5][C:6]([OH:8])=O.[NH2:17][C:18]1[CH:19]=[CH:20][C:21]([O:29][CH2:30][CH2:31][N:32]([CH2:35][CH3:36])[CH2:33][CH3:34])=[C:22]([CH:28]=1)[C:23]([O:25][CH2:26][CH3:27])=[O:24]. (2) Given the product [CH3:13][C:14]1([CH3:44])[CH2:19][O:18][CH2:17][CH2:16][N:15]1[C:20]([C:22]1[C:23]2[CH2:39][O:38][C:37]3[CH:36]=[C:35]([O:40][CH3:41])[C:34]([C:42]4[N:2]=[N:1][CH:3]([Si:4]([CH3:7])([CH3:6])[CH3:5])[N:43]=4)=[CH:33][C:32]=3[C:24]=2[N:25]([C:27]2[CH:31]=[CH:30][S:29][CH:28]=2)[N:26]=1)=[O:21], predict the reactants needed to synthesize it. The reactants are: [N+:1](=[CH:3][Si:4]([CH3:7])([CH3:6])[CH3:5])=[N-:2].C([Li])CCC.[CH3:13][C:14]1([CH3:44])[CH2:19][O:18][CH2:17][CH2:16][N:15]1[C:20]([C:22]1[C:23]2[CH2:39][O:38][C:37]3[CH:36]=[C:35]([O:40][CH3:41])[C:34]([C:42]#[N:43])=[CH:33][C:32]=3[C:24]=2[N:25]([C:27]2[CH:31]=[CH:30][S:29][CH:28]=2)[N:26]=1)=[O:21]. (3) Given the product [C:1]([O:5][C:6](=[O:13])[CH:7]([N:8]=[CH:19][C:15]1[S:14][CH:18]=[CH:17][CH:16]=1)[CH2:9][CH:10]([CH3:11])[CH3:12])([CH3:4])([CH3:3])[CH3:2], predict the reactants needed to synthesize it. The reactants are: [C:1]([O:5][C:6](=[O:13])[C@H:7]([CH2:9][CH:10]([CH3:12])[CH3:11])[NH2:8])([CH3:4])([CH3:3])[CH3:2].[S:14]1[CH:18]=[CH:17][CH:16]=[C:15]1[CH:19]=O.